From a dataset of Full USPTO retrosynthesis dataset with 1.9M reactions from patents (1976-2016). Predict the reactants needed to synthesize the given product. Given the product [Cl:17][C:18]1[CH:23]=[CH:22][C:21]([C:24]2[O:28][N:27]=[C:26]([C:29]([N:8]3[CH2:7][C@H:6]([CH:1]4[CH2:2][CH2:3][CH2:4][CH2:5]4)[NH:11][C:10](=[O:12])[C@@H:9]3[CH2:13][CH:14]([CH3:16])[CH3:15])=[O:30])[CH:25]=2)=[CH:20][C:19]=1[F:32], predict the reactants needed to synthesize it. The reactants are: [CH:1]1([C@@H:6]2[NH:11][C:10](=[O:12])[C@H:9]([CH2:13][CH:14]([CH3:16])[CH3:15])[NH:8][CH2:7]2)[CH2:5][CH2:4][CH2:3][CH2:2]1.[Cl:17][C:18]1[CH:23]=[CH:22][C:21]([C:24]2[O:28][N:27]=[C:26]([C:29](O)=[O:30])[CH:25]=2)=[CH:20][C:19]=1[F:32].C([C@@H]1N(C(=O)/C=C/C2C=CC=CC=2)C[C@H](CC(C)C)NC1=O)C(C)C.